This data is from Reaction yield outcomes from USPTO patents with 853,638 reactions. The task is: Predict the reaction yield, written as a fraction of the theoretical maximum amount of product (1.0 means a 100% yield; for example, 0.34 means a 34% yield). The reactants are [Br:1][C:2]1[N:7]=[CH:6][C:5]([NH:8][C:9]([CH2:11][O:12]C(=O)C)=O)=[C:4]([NH:16][CH:17]([CH3:19])[CH3:18])[CH:3]=1.C(=O)([O-])[O-].[K+].[K+].O.[OH-].[Li+].Cl.C(=O)(O)[O-].[Na+]. The catalyst is CN(C)C=O.O. The product is [Br:1][C:2]1[N:7]=[CH:6][C:5]2[N:8]=[C:9]([CH2:11][OH:12])[N:16]([CH:17]([CH3:19])[CH3:18])[C:4]=2[CH:3]=1. The yield is 0.430.